From a dataset of Forward reaction prediction with 1.9M reactions from USPTO patents (1976-2016). Predict the product of the given reaction. Given the reactants [CH2:1]([O:8][C:9]([N:11]1[CH2:15][CH:14]2[CH2:16][S:17](=[NH:20])(=[O:19])[CH2:18][CH:13]2[CH2:12]1)=[O:10])[C:2]1[CH:7]=[CH:6][CH:5]=[CH:4][CH:3]=1.[CH2:21](OC(N1CC2CSCC2C1)=O)C1C=CC=CC=1, predict the reaction product. The product is: [CH2:1]([O:8][C:9]([N:11]1[CH2:12][CH:13]2[CH2:18][S:17](=[N:20][CH3:21])(=[O:19])[CH2:16][CH:14]2[CH2:15]1)=[O:10])[C:2]1[CH:7]=[CH:6][CH:5]=[CH:4][CH:3]=1.